This data is from Full USPTO retrosynthesis dataset with 1.9M reactions from patents (1976-2016). The task is: Predict the reactants needed to synthesize the given product. Given the product [NH2:1][C:2]1[CH:7]=[C:6]([F:8])[CH:5]=[CH:4][C:3]=1[NH:9][C:10](=[O:18])[C:11]1[CH:16]=[CH:15][C:14]([NH:21][CH2:20][CH2:19][NH2:22])=[N:13][CH:12]=1, predict the reactants needed to synthesize it. The reactants are: [NH2:1][C:2]1[CH:7]=[C:6]([F:8])[CH:5]=[CH:4][C:3]=1[NH:9][C:10](=[O:18])[C:11]1[CH:16]=[CH:15][C:14](Cl)=[N:13][CH:12]=1.[CH2:19]([NH2:22])[CH2:20][NH2:21].